This data is from Forward reaction prediction with 1.9M reactions from USPTO patents (1976-2016). The task is: Predict the product of the given reaction. (1) Given the reactants O1C[CH2:5][N:4]([C:7]2[CH:12]=[CH:11][C:10]([NH:13][C:14]([C:16]3[CH:17]=[C:18]([CH:26]=[CH:27][CH:28]=3)[CH2:19][S:20][CH2:21][CH2:22][C:23]([OH:25])=[O:24])=[O:15])=[C:9]([C:29]3[CH:34]=[C:33]([C:35](=[O:48])[NH:36][CH2:37][C:38]4[CH:43]=[CH:42][CH:41]=[C:40]([C:44]([F:47])([F:46])[F:45])[CH:39]=4)[CH:32]=[CH:31][N:30]=3)[CH:8]=2)[CH2:3][CH2:2]1.[CH3:49][O:50][CH:51]1CCNC[CH2:52]1, predict the reaction product. The product is: [CH3:49][O:50][CH:51]1[CH2:52][CH2:5][N:4]([C:7]2[CH:12]=[CH:11][C:10]([NH:13][C:14]([C:16]3[CH:17]=[C:18]([CH:26]=[CH:27][CH:28]=3)[CH2:19][S:20][CH2:21][CH2:22][C:23]([OH:25])=[O:24])=[O:15])=[C:9]([C:29]3[CH:34]=[C:33]([C:35](=[O:48])[NH:36][CH2:37][C:38]4[CH:43]=[CH:42][CH:41]=[C:40]([C:44]([F:45])([F:46])[F:47])[CH:39]=4)[CH:32]=[CH:31][N:30]=3)[CH:8]=2)[CH2:3][CH2:2]1. (2) Given the reactants [Cl:1][CH:2]([Cl:7])[C:3](OC)=[O:4].C[O-].[Na+].[F:11][C:12]1[CH:13]=[C:14]([C:20](=[O:22])[CH3:21])[CH:15]=[CH:16][C:17]=1[O:18][CH3:19].Cl, predict the reaction product. The product is: [Cl:7][CH:2]([Cl:1])[C:3](=[O:4])[CH2:21][C:20]([C:14]1[CH:15]=[CH:16][C:17]([O:18][CH3:19])=[C:12]([F:11])[CH:13]=1)=[O:22]. (3) Given the reactants C(N(CC(O)=O)CC(O)=O)[CH2:2][N:3](CC(O)=O)CC(O)=O.C(O)[C@H]([C@H]([C@@H]([C@@H](CO)O)O)O)O.[CH2:33](O)[C@H:34]1O[C@H:38]([O:40][C@:41]2(CO)[O:45][C@H:44](CO)[C@@H:43](O)[C@@H:42]2O)[C@H:37](O)[C@@H:36](O)[C@@H:35]1O.CC[Hg]SC1C(C([O-])=O)=CC=CC=1.[Na+], predict the reaction product. The product is: [CH3:33][CH:34]([NH:3][CH3:2])[CH2:35][C:36]1[CH:42]=[CH:43][C:44]2[O:45][CH2:41][O:40][C:38]=2[CH:37]=1. (4) Given the reactants [CH3:1][O:2][C:3]1[CH:4]=[C:5]([CH:8]=[CH:9][C:10]=1[CH3:11])[CH:6]=O.C(O)(=O)[CH2:13][C:14]([OH:16])=[O:15], predict the reaction product. The product is: [CH3:1][O:2][C:3]1[CH:4]=[C:5]([CH:8]=[CH:9][C:10]=1[CH3:11])[CH:6]=[CH:13][C:14]([OH:16])=[O:15]. (5) Given the reactants [CH3:1]C([O-])(C)C.[K+].[Br:7][C:8]1[CH:13]=[CH:12][CH:11]=[CH:10][C:9]=1[C:14](=O)[CH3:15], predict the reaction product. The product is: [Br:7][C:8]1[CH:13]=[CH:12][CH:11]=[CH:10][C:9]=1[C:14]([CH3:15])=[CH2:1]. (6) Given the reactants [NH2:1][C:2]1[CH:7]=[CH:6][C:5]([C:8]2[C:16]3[C:15]([NH2:17])=[N:14][CH:13]=[N:12][C:11]=3[N:10]([CH:18]3[CH2:23][CH2:22][O:21][CH2:20][CH2:19]3)[CH:9]=2)=[CH:4][C:3]=1[O:24][CH3:25].N1C=CC=C[CH:27]=1.Cl.N1[CH:38]=[CH:37][CH:36]=[CH:35][C:34]=1[C:39](Cl)=[O:40], predict the reaction product. The product is: [NH2:17][C:15]1[C:16]2[C:8]([C:5]3[CH:6]=[CH:7][C:2]([NH:1][C:39](=[O:40])[C:34]4[CH:27]=[CH:38][CH:37]=[CH:36][CH:35]=4)=[C:3]([O:24][CH3:25])[CH:4]=3)=[CH:9][N:10]([CH:18]3[CH2:19][CH2:20][O:21][CH2:22][CH2:23]3)[C:11]=2[N:12]=[CH:13][N:14]=1. (7) Given the reactants C[O:2][C:3]([C:5]1[CH:6]=[CH:7][C:8]2[O:12][C:11]([CH:13]([CH:16]([C:18]3[CH:23]=[CH:22][C:21]([O:24][CH2:25][C:26](=[O:31])[C:27]([CH3:30])([CH3:29])[CH3:28])=[C:20]([CH3:32])[CH:19]=3)[CH3:17])[CH2:14][CH3:15])=[CH:10][C:9]=2[CH:33]=1)=[O:4].[OH-].[Na+], predict the reaction product. The product is: [CH3:30][C:27]([CH3:28])([CH3:29])[C:26](=[O:31])[CH2:25][O:24][C:21]1[CH:22]=[CH:23][C:18]([CH:16]([CH:13]([C:11]2[O:12][C:8]3[CH:7]=[CH:6][C:5]([C:3]([OH:4])=[O:2])=[CH:33][C:9]=3[CH:10]=2)[CH2:14][CH3:15])[CH3:17])=[CH:19][C:20]=1[CH3:32]. (8) Given the reactants [Br:1][C:2]1[N:6]=[CH:5][NH:4][N:3]=1.C(=O)([O-])[O-].[Cs+].[Cs+].N#N.I[C:16]1[CH:21]=[CH:20][C:19]([O:22][C:23]([F:26])([F:25])[F:24])=[CH:18][CH:17]=1, predict the reaction product. The product is: [Br:1][C:2]1[N:6]=[CH:5][N:4]([C:16]2[CH:17]=[CH:18][C:19]([O:22][C:23]([F:24])([F:25])[F:26])=[CH:20][CH:21]=2)[N:3]=1.